The task is: Predict the reactants needed to synthesize the given product.. This data is from Full USPTO retrosynthesis dataset with 1.9M reactions from patents (1976-2016). (1) Given the product [CH3:19][O:18][C:5]1[C:4]([N+:1]([O-:3])=[O:2])=[CH:9][CH:8]=[CH:7][C:6]=1[C:10]1[CH:11]=[CH:12][C:13]([N:20]2[CH2:21][CH2:22][N:23]=[CH:26]2)=[CH:14][CH:15]=1, predict the reactants needed to synthesize it. The reactants are: [N+:1]([C:4]1[C:5]([O:18][CH3:19])=[C:6]([C:10]2[CH:15]=[CH:14][C:13](C=O)=[CH:12][CH:11]=2)[CH:7]=[CH:8][CH:9]=1)([O-:3])=[O:2].[NH2:20][CH2:21][CH2:22][NH2:23].BrN1C(=O)CC[C:26]1=O. (2) Given the product [ClH:16].[ClH:16].[CH2:1]([N:8]1[CH2:13][CH2:12][CH:11]([C:14](=[NH:15])[O:18][CH3:17])[CH2:10][CH2:9]1)[C:2]1[CH:7]=[CH:6][CH:5]=[CH:4][CH:3]=1, predict the reactants needed to synthesize it. The reactants are: [CH2:1]([N:8]1[CH2:13][CH2:12][CH:11]([C:14]#[N:15])[CH2:10][CH2:9]1)[C:2]1[CH:7]=[CH:6][CH:5]=[CH:4][CH:3]=1.[ClH:16].[CH3:17][OH:18]. (3) Given the product [NH:1]1[C:5]2[CH:6]=[CH:7][C:8]([N:10]3[CH:14]([C:15]4[CH:20]=[C:19]([F:21])[CH:18]=[C:17]([F:22])[C:16]=4[F:23])[C:13](=[O:24])[CH2:12][C:11]3=[O:30])=[CH:9][C:4]=2[N:3]=[CH:2]1, predict the reactants needed to synthesize it. The reactants are: [NH:1]1[C:5]2[CH:6]=[CH:7][C:8]([N:10]3[CH:14]([C:15]4[CH:20]=[C:19]([F:21])[CH:18]=[C:17]([F:22])[C:16]=4[F:23])[C:13](=[O:24])[CH:12](C(OCC)=O)[C:11]3=[O:30])=[CH:9][C:4]=2[N:3]=[CH:2]1.Cl. (4) The reactants are: [I:1][C:2]1[CH:7]=[CH:6][C:5]([O:8][CH:9]([CH3:31])[CH2:10][O:11]C(C2C=CC=CC=2)(C2C=CC=CC=2)C2C=CC=CC=2)=[CH:4][CH:3]=1.FC(F)(F)C(O)=O. Given the product [I:1][C:2]1[CH:7]=[CH:6][C:5]([O:8][CH:9]([CH3:31])[CH2:10][OH:11])=[CH:4][CH:3]=1, predict the reactants needed to synthesize it.